Dataset: Forward reaction prediction with 1.9M reactions from USPTO patents (1976-2016). Task: Predict the product of the given reaction. (1) Given the reactants [C:1]([C:5]1[CH:9]=[CH:8][C-:7]([C:10](=O)[CH3:11])[C:6]=1[C:13]([CH3:16])([CH3:15])[CH3:14])([CH3:4])([CH3:3])[CH3:2].[C:17]([C-:20]1[CH:24]=[CH:23][CH:22]=[CH:21]1)(=O)[CH3:18].[Fe+2:25].[Al+3].[Cl-].[Cl-].[Cl-].[H-].[H-].[H-].[H-].[Li+].[Al+3], predict the reaction product. The product is: [C:1]([C:5]1[CH:9]=[CH:8][C-:7]([CH2:10][CH3:11])[C:6]=1[C:13]([CH3:14])([CH3:16])[CH3:15])([CH3:4])([CH3:3])[CH3:2].[CH2:17]([C-:20]1[CH:24]=[CH:23][CH:22]=[CH:21]1)[CH3:18].[Fe+2:25]. (2) Given the reactants [Cl:1][C:2]1[CH:9]=[CH:8][CH:7]=[C:6]([F:10])[C:3]=1[CH2:4]Br.[CH3:11][O:12][C:13]1[CH:14]=[C:15]([C:21]([C:24]2[N:28]([C:29]3[CH:34]=[CH:33][C:32]([F:35])=[CH:31][CH:30]=3)[C:27](=[S:36])[NH:26][CH:25]=2)([CH3:23])[CH3:22])[CH:16]=[CH:17][C:18]=1[O:19][CH3:20], predict the reaction product. The product is: [Cl:1][C:2]1[CH:9]=[CH:8][CH:7]=[C:6]([F:10])[C:3]=1[CH2:4][S:36][C:27]1[N:28]([C:29]2[CH:30]=[CH:31][C:32]([F:35])=[CH:33][CH:34]=2)[C:24]([C:21]([C:15]2[CH:16]=[CH:17][C:18]([O:19][CH3:20])=[C:13]([O:12][CH3:11])[CH:14]=2)([CH3:23])[CH3:22])=[CH:25][N:26]=1.